Predict the reaction yield, written as a fraction of the theoretical maximum amount of product (1.0 means a 100% yield; for example, 0.34 means a 34% yield). From a dataset of Reaction yield outcomes from USPTO patents with 853,638 reactions. (1) The reactants are C([O:3][C:4]([C:6]1[N:7]([CH2:13][O:14][CH2:15][CH2:16][Si:17]([CH3:20])([CH3:19])[CH3:18])[CH:8]=[C:9]([C:11]#[N:12])[N:10]=1)=[O:5])C.[OH-:21].[Na+].[OH-].[K+].Cl. The catalyst is CCO.O. The product is [C:11]([C:9]1[N:10]=[C:6]([C:4]([OH:3])=[O:5])[N:7]([CH2:13][O:14][CH2:15][CH2:16][Si:17]([CH3:20])([CH3:19])[CH3:18])[CH:8]=1)(=[O:21])[NH2:12]. The yield is 0.770. (2) The reactants are [CH2:1]([N:3]1[C:9]2[N:10]=[CH:11][C:12]([CH2:14][CH2:15][O:16][C:17]3[CH:26]=[CH:25][C:20]([C:21]([O:23]C)=[O:22])=[CH:19][C:18]=3[CH3:27])=[CH:13][C:8]=2[C:7](=[O:28])[N:6]([CH3:29])[C:5]2[CH:30]=[CH:31][CH:32]=[N:33][C:4]1=2)[CH3:2].[OH-].[Na+].Cl. The catalyst is CO.C1COCC1. The product is [CH2:1]([N:3]1[C:9]2[N:10]=[CH:11][C:12]([CH2:14][CH2:15][O:16][C:17]3[CH:26]=[CH:25][C:20]([C:21]([OH:23])=[O:22])=[CH:19][C:18]=3[CH3:27])=[CH:13][C:8]=2[C:7](=[O:28])[N:6]([CH3:29])[C:5]2[CH:30]=[CH:31][CH:32]=[N:33][C:4]1=2)[CH3:2]. The yield is 0.830. (3) The reactants are [OH:1]O.[CH3:3][NH:4][C:5](=[O:37])[CH2:6][CH2:7][CH2:8][C:9]1[CH:14]=[CH:13][C:12]([N:15]2[C:22](=S)[N:21]([C:24]3[CH:29]=[CH:28][C:27]([C:30]#[N:31])=[C:26]([C:32]([F:35])([F:34])[F:33])[CH:25]=3)[C:20](=[O:36])[C:16]32[CH2:19][CH2:18][CH2:17]3)=[CH:11][CH:10]=1. The catalyst is C(O)(=O)C. The product is [CH3:3][NH:4][C:5](=[O:37])[CH2:6][CH2:7][CH2:8][C:9]1[CH:14]=[CH:13][C:12]([N:15]2[C:22](=[O:1])[N:21]([C:24]3[CH:29]=[CH:28][C:27]([C:30]#[N:31])=[C:26]([C:32]([F:35])([F:34])[F:33])[CH:25]=3)[C:20](=[O:36])[C:16]32[CH2:19][CH2:18][CH2:17]3)=[CH:11][CH:10]=1. The yield is 0.940. (4) The reactants are [C:1]([C:3]1([C:13]([O:15][CH3:16])=[O:14])[CH2:8][O:7][C:6]([O:10]CC)([CH3:9])[O:5][CH2:4]1)#[N:2]. The catalyst is C(O)(=O)C.O. The product is [C:6]([O:5][CH2:4][C:3]([C:1]#[N:2])([CH2:8][OH:7])[C:13]([O:15][CH3:16])=[O:14])(=[O:10])[CH3:9]. The yield is 0.520.